From a dataset of NCI-60 drug combinations with 297,098 pairs across 59 cell lines. Regression. Given two drug SMILES strings and cell line genomic features, predict the synergy score measuring deviation from expected non-interaction effect. (1) Synergy scores: CSS=55.6, Synergy_ZIP=11.3, Synergy_Bliss=12.6, Synergy_Loewe=11.3, Synergy_HSA=14.6. Cell line: LOX IMVI. Drug 1: CC1CCC2CC(C(=CC=CC=CC(CC(C(=O)C(C(C(=CC(C(=O)CC(OC(=O)C3CCCCN3C(=O)C(=O)C1(O2)O)C(C)CC4CCC(C(C4)OC)O)C)C)O)OC)C)C)C)OC. Drug 2: CC1C(C(CC(O1)OC2CC(CC3=C2C(=C4C(=C3O)C(=O)C5=CC=CC=C5C4=O)O)(C(=O)C)O)N)O. (2) Drug 1: C1CCC(CC1)NC(=O)N(CCCl)N=O. Drug 2: CCN(CC)CCCC(C)NC1=C2C=C(C=CC2=NC3=C1C=CC(=C3)Cl)OC. Cell line: PC-3. Synergy scores: CSS=33.9, Synergy_ZIP=0.988, Synergy_Bliss=4.61, Synergy_Loewe=3.99, Synergy_HSA=6.09.